The task is: Predict the reaction yield, written as a fraction of the theoretical maximum amount of product (1.0 means a 100% yield; for example, 0.34 means a 34% yield).. This data is from Reaction yield outcomes from USPTO patents with 853,638 reactions. (1) The reactants are [ClH:1].O1CCOCC1.C(OC([N:15]1[CH2:20][CH2:19][N:18]([C:21]2[S:22][CH:23]=[C:24]([C:26]([O:28][CH3:29])=[O:27])[N:25]=2)[CH:17]([CH2:30][O:31][C:32]2[CH:33]=[N:34][CH:35]=[CH:36][CH:37]=2)[CH2:16]1)=O)(C)(C)C. The catalyst is CO. The product is [ClH:1].[ClH:1].[N:34]1[CH:35]=[CH:36][CH:37]=[C:32]([O:31][CH2:30][CH:17]2[CH2:16][NH:15][CH2:20][CH2:19][N:18]2[C:21]2[S:22][CH:23]=[C:24]([C:26]([O:28][CH3:29])=[O:27])[N:25]=2)[CH:33]=1. The yield is 0.170. (2) The reactants are [CH3:1][CH:2]([C:8](=O)[CH2:9][C:10](=O)[CH3:11])[C:3]([O:5][CH2:6][CH3:7])=[O:4].O.[NH2:15][NH2:16]. The catalyst is C1COCC1. The product is [CH3:11][C:10]1[CH:9]=[C:8]([CH:2]([CH3:1])[C:3]([O:5][CH2:6][CH3:7])=[O:4])[NH:16][N:15]=1. The yield is 0.100. (3) The reactants are [Cl:1][C:2]1[CH:3]=[C:4]([NH2:18])[C:5]([NH2:17])=[CH:6][C:7]=1[O:8][C:9]1[CH:14]=[CH:13][C:12]([Cl:15])=[CH:11][C:10]=1[Cl:16].[F:19][C:20]([F:28])([F:27])[C:21]([F:26])([F:25])[C:22](O)=O. No catalyst specified. The product is [Cl:1][C:2]1[C:7]([O:8][C:9]2[CH:14]=[CH:13][C:12]([Cl:15])=[CH:11][C:10]=2[Cl:16])=[CH:6][C:5]2[NH:17][C:22]([C:21]([F:26])([F:25])[C:20]([F:28])([F:27])[F:19])=[N:18][C:4]=2[CH:3]=1. The yield is 0.150. (4) The reactants are F[C:2]1[CH:9]=[CH:8][C:5]([C:6]#[N:7])=[CH:4][C:3]=1[N+:10]([O-:12])=[O:11].[NH2:13][CH2:14][CH2:15][CH2:16][OH:17].C(N(C(C)C)CC)(C)C. The catalyst is C1COCC1. The product is [OH:17][CH2:16][CH2:15][CH2:14][NH:13][C:2]1[CH:9]=[CH:8][C:5]([C:6]#[N:7])=[CH:4][C:3]=1[N+:10]([O-:12])=[O:11]. The yield is 0.990. (5) The reactants are F.F.F.C(N(CC)CC)C.[Si]([O:28][CH2:29][C@H:30]1[O:34][C@@H:33]([N:35]2[CH:42]=[C:41]([CH3:43])[C:39](=[O:40])[NH:38][C:36]2=[O:37])[C@H:32]([O:44][CH2:45][CH2:46][O:47][N:48]([CH3:50])[CH3:49])[C@@H:31]1[OH:51])(C(C)(C)C)(C1C=CC=CC=1)C1C=CC=CC=1.CO. The catalyst is C1COCC1.C(Cl)Cl. The product is [CH3:49][N:48]([CH3:50])[O:47][CH2:46][CH2:45][O:44][C@@H:32]1[C@H:31]([OH:51])[C@@H:30]([CH2:29][OH:28])[O:34][C@H:33]1[N:35]1[CH:42]=[C:41]([CH3:43])[C:39](=[O:40])[NH:38][C:36]1=[O:37]. The yield is 0.925.